Dataset: Full USPTO retrosynthesis dataset with 1.9M reactions from patents (1976-2016). Task: Predict the reactants needed to synthesize the given product. (1) Given the product [CH3:7][C:4]1[N:3]([C:8]2[CH:9]=[CH:10][C:11]([C:14]3[N:19]=[N:18][C:17]([NH:20][CH2:28][C:29]4([C:33]5[C:38]([F:39])=[CH:37][CH:36]=[CH:35][N:34]=5)[CH2:30][CH2:31][CH2:32]4)=[CH:16][CH:15]=3)=[N:12][CH:13]=2)[C:2]([CH3:1])=[CH:6][CH:5]=1, predict the reactants needed to synthesize it. The reactants are: [CH3:1][C:2]1[N:3]([C:8]2[CH:9]=[CH:10][C:11]([C:14]3[N:19]=[N:18][C:17]([N:20]([CH2:28][C:29]4([C:33]5[C:38]([F:39])=[CH:37][CH:36]=[CH:35][N:34]=5)[CH2:32][CH2:31][CH2:30]4)C(=O)OC(C)(C)C)=[CH:16][CH:15]=3)=[N:12][CH:13]=2)[C:4]([CH3:7])=[CH:5][CH:6]=1.C(O)(C(F)(F)F)=O. (2) Given the product [CH3:1][C:2]1[N:3]=[CH:4][C:5]([C:8]2[N:18]([C:20]3[CH:21]=[N:22][CH:23]=[CH:24][CH:25]=3)[N:19]=[C:10]([C:11]([O:13][CH2:14][CH3:15])=[O:12])[CH:9]=2)=[N:6][CH:7]=1, predict the reactants needed to synthesize it. The reactants are: [CH3:1][C:2]1[N:3]=[CH:4][C:5]([C:8](=O)[CH2:9][C:10](=O)[C:11]([O:13][CH2:14][CH3:15])=[O:12])=[N:6][CH:7]=1.[NH:18]([C:20]1[CH:21]=[N:22][CH:23]=[CH:24][CH:25]=1)[NH2:19].C(O)(=O)C.C(=O)(O)[O-].[Na+]. (3) Given the product [CH3:24][CH2:23][CH2:22][CH2:27][CH2:26][C@H:16]([OH:20])/[CH:15]=[CH:14]/[C@@H:13]1[C@@H:18]([CH2:35]/[CH:34]=[CH:33]\[CH2:32][CH2:31][CH2:30][C:29]([OH:50])=[O:49])[C:17](=[O:19])[CH2:11][C@H:12]1[OH:21], predict the reactants needed to synthesize it. The reactants are: P([O-])([O-])([O-])=O.[K+].[K+].[K+].CN[CH2:11][C@H:12]([OH:21])[C:13]1[CH:14]=[CH:15][C:16]([OH:20])=[C:17]([OH:19])[CH:18]=1.[C:22]1(O)[CH:27]=[CH:26]C=[CH:24][CH:23]=1.[C:29]([OH:50])(=[O:49])[CH2:30][CH2:31][CH2:32]/[CH:33]=[CH:34]\[CH2:35]/C=C\C/C=C\C/C=C\CCCCC.CC1N(C(C2C=CC(Cl)=CC=2)=O)C2C=CC(OC)=CC=2C=1CC(O)=O. (4) Given the product [CH2:1]([O:3][C:4](=[O:22])[CH2:5][CH2:6][CH:7]([C:13]1[CH:18]=[CH:17][CH:16]=[CH:15][C:14]=1[NH2:19])[O:8][Si:9]([CH3:10])([CH3:11])[CH3:12])[CH3:2], predict the reactants needed to synthesize it. The reactants are: [CH2:1]([O:3][C:4](=[O:22])[CH2:5][CH2:6][CH:7]([C:13]1[CH:18]=[CH:17][CH:16]=[CH:15][C:14]=1[N+:19]([O-])=O)[O:8][Si:9]([CH3:12])([CH3:11])[CH3:10])[CH3:2]. (5) Given the product [C:1]([C:5]1[CH:6]=[CH:7][C:8]([CH3:20])=[C:9]([CH:19]=1)[O:10][C:11]1[S:12][CH:13]=[C:14]([C:16]([NH:21][C:22]2[C:27]([O:28][CH3:29])=[N:26][C:25]([NH:30][CH2:31][CH2:32][C:33]#[N:34])=[N:24][C:23]=2[O:35][CH3:36])=[O:18])[N:15]=1)([CH3:2])([CH3:3])[CH3:4], predict the reactants needed to synthesize it. The reactants are: [C:1]([C:5]1[CH:6]=[CH:7][C:8]([CH3:20])=[C:9]([CH:19]=1)[O:10][C:11]1[S:12][CH:13]=[C:14]([C:16]([OH:18])=O)[N:15]=1)([CH3:4])([CH3:3])[CH3:2].[NH2:21][C:22]1[C:23]([O:35][CH3:36])=[N:24][C:25]([NH:30][CH2:31][CH2:32][C:33]#[N:34])=[N:26][C:27]=1[O:28][CH3:29].C(N(CC)CC)C.CN(C(ON1N=NC2C=CC=CC1=2)=[N+](C)C)C.F[P-](F)(F)(F)(F)F.C(=O)(O)[O-].[Na+]. (6) Given the product [F:25][C:26]1[CH:27]=[C:28]([NH:37][C:38]([C@@H:40]2[N:49]([C:63]([C@@H:61]3[CH2:60][C@H:59]([CH2:58][C:57]([O:56][C:52]([CH3:55])([CH3:54])[CH3:53])=[O:66])[CH2:62]3)=[O:64])[CH2:48][CH2:47][C:46]3[N:45]=[C:44]([O:50][CH3:51])[CH:43]=[CH:42][C:41]2=3)=[O:39])[CH:29]=[C:30]2[C:34]=1[C:33]([CH3:35])([CH3:36])[CH2:32][CH2:31]2, predict the reactants needed to synthesize it. The reactants are: CN(C(ON1N=NC2C=CC=NC1=2)=[N+](C)C)C.F[P-](F)(F)(F)(F)F.[F:25][C:26]1[CH:27]=[C:28]([NH:37][C:38]([C@@H:40]2[NH:49][CH2:48][CH2:47][C:46]3[N:45]=[C:44]([O:50][CH3:51])[CH:43]=[CH:42][C:41]2=3)=[O:39])[CH:29]=[C:30]2[C:34]=1[C:33]([CH3:36])([CH3:35])[CH2:32][CH2:31]2.[C:52]([O:56][C:57](=[O:66])[CH2:58][C@@H:59]1[CH2:62][C@H:61]([C:63](O)=[O:64])[CH2:60]1)([CH3:55])([CH3:54])[CH3:53].CCN(C(C)C)C(C)C. (7) Given the product [CH3:9][O:10][C:11]1[CH:12]=[C:13]2[CH2:22][CH:21]([CH2:23][CH:24]3[CH2:25][CH2:26][N:27]([CH2:30][C:31]4[CH:36]=[CH:35][CH:34]=[CH:33][CH:32]=4)[CH2:28][CH2:29]3)[C:19](=[O:20])[C:14]2=[CH:15][C:16]=1[O:17][CH3:18].[C:1]([O-:8])(=[O:7])/[CH:2]=[CH:3]/[C:4]([O-:6])=[O:5], predict the reactants needed to synthesize it. The reactants are: [C:1]([OH:8])(=[O:7])/[CH:2]=[CH:3]/[C:4]([OH:6])=[O:5].[CH3:9][O:10][C:11]1[CH:12]=[C:13]2[CH2:22][CH:21]([CH2:23][CH:24]3[CH2:29][CH2:28][N:27]([CH2:30][C:31]4[CH:32]=[CH:33][CH:34]=[CH:35][CH:36]=4)[CH2:26][CH2:25]3)[C:19](=[O:20])[C:14]2=[CH:15][C:16]=1[O:17][CH3:18]. (8) Given the product [CH3:1][O:2][C:3]1[CH:4]=[C:5]([C:9]2([NH:21][S:22]([NH2:25])(=[O:24])=[O:23])[CH2:10][CH2:11][N:12]([C:15]3[N:16]=[CH:17][CH:18]=[CH:19][N:20]=3)[CH2:13][CH2:14]2)[CH:6]=[CH:7][CH:8]=1, predict the reactants needed to synthesize it. The reactants are: [CH3:1][O:2][C:3]1[CH:4]=[C:5]([C:9]2([NH:21][S:22]([NH:25]C(=O)OC(C)(C)C)(=[O:24])=[O:23])[CH2:14][CH2:13][N:12]([C:15]3[N:20]=[CH:19][CH:18]=[CH:17][N:16]=3)[CH2:11][CH2:10]2)[CH:6]=[CH:7][CH:8]=1.Cl.O1CCOCC1. (9) Given the product [C:33]([O-:35])(=[O:34])[CH3:32].[NH4+:11].[F:21][C:22]1[C:23]2[N:24]([N:40]=[C:41]([C:47]3[CH:48]=[CH:49][C:50]([F:53])=[CH:51][CH:52]=3)[C:42]=2[C:43]([NH:44][CH3:45])=[O:46])[CH:25]=[CH:26][C:27]=1[C:28]1[C:29]([CH3:39])=[N:30][C:31]([O:37][CH3:38])=[C:32]([C:33](=[O:34])[NH:11][C:8]2([C:2]3[CH:7]=[CH:6][CH:5]=[CH:4][CH:3]=3)[CH2:10][CH2:9]2)[CH:36]=1, predict the reactants needed to synthesize it. The reactants are: Cl.[C:2]1([C:8]2([NH2:11])[CH2:10][CH2:9]2)[CH:7]=[CH:6][CH:5]=[CH:4][CH:3]=1.C(N(C(C)C)CC)(C)C.[F:21][C:22]1[C:23]2[N:24]([N:40]=[C:41]([C:47]3[CH:52]=[CH:51][C:50]([F:53])=[CH:49][CH:48]=3)[C:42]=2[C:43](=[O:46])[NH:44][CH3:45])[CH:25]=[CH:26][C:27]=1[C:28]1[C:29]([CH3:39])=[N:30][C:31]([O:37][CH3:38])=[C:32]([CH:36]=1)[C:33]([OH:35])=[O:34].CN(C(ON1N=NC2C=CC=NC1=2)=[N+](C)C)C.F[P-](F)(F)(F)(F)F.